This data is from Full USPTO retrosynthesis dataset with 1.9M reactions from patents (1976-2016). The task is: Predict the reactants needed to synthesize the given product. (1) Given the product [C:7]1([N:4]2[CH:5]=[CH:6][C:2]([N:1]([C:14]3[C:22]4[C:17](=[CH:18][CH:19]=[CH:20][CH:21]=4)[N:16]([C:23]4[CH:28]=[CH:27][CH:26]=[CH:25][CH:24]=4)[N:15]=3)[C:46]3[CH:47]=[CH:48][C:43]([C:41]([CH3:49])([CH3:42])[CH3:40])=[CH:44][CH:45]=3)=[N:3]2)[CH:12]=[CH:11][CH:10]=[CH:9][CH:8]=1, predict the reactants needed to synthesize it. The reactants are: [NH2:1][C:2]1[CH:6]=[CH:5][N:4]([C:7]2[CH:12]=[CH:11][CH:10]=[CH:9][CH:8]=2)[N:3]=1.Cl[C:14]1[C:22]2[C:17](=[CH:18][CH:19]=[CH:20][CH:21]=2)[N:16]([C:23]2[CH:28]=[CH:27][CH:26]=[CH:25][CH:24]=2)[N:15]=1.CC(C)([O-])C.[Na+].C(P(C(C)(C)C)[C:40]1(C)[CH2:42][C:41]1([C:49]1C=CC=CC=1)[C:43]1[CH:48]=[CH:47][CH:46]=[CH:45][CH:44]=1)(C)(C)C.BrC1C=CC(C(C)(C)C)=CC=1.[Cl-].[NH4+]. (2) Given the product [NH2:41][C:42]1[CH:43]=[CH:44][C:45]([C:29]2[CH:28]=[CH:27][C:26]([C:9]3[N:8]([C:5]4[CH:4]=[CH:3][C:2]([Cl:1])=[CH:7][CH:6]=4)[C:16](=[O:17])[C:15]4[N:14]=[CH:13][N:12]([C:18]5[CH:19]=[C:20]([CH:23]=[CH:24][CH:25]=5)[C:21]#[N:22])[C:11]=4[N:10]=3)=[CH:31][CH:30]=2)=[N:46][CH:47]=1, predict the reactants needed to synthesize it. The reactants are: [Cl:1][C:2]1[CH:7]=[CH:6][C:5]([N:8]2[C:16](=[O:17])[C:15]3[N:14]=[CH:13][N:12]([C:18]4[CH:19]=[C:20]([CH:23]=[CH:24][CH:25]=4)[C:21]#[N:22])[C:11]=3[N:10]=[C:9]2[C:26]2[CH:31]=[CH:30][C:29](B3OC(C)(C)C(C)(C)O3)=[CH:28][CH:27]=2)=[CH:4][CH:3]=1.[NH2:41][C:42]1[CH:43]=[CH:44][C:45](Br)=[N:46][CH:47]=1.C(=O)([O-])[O-].[Cs+].[Cs+]. (3) Given the product [Si:1]([O:18][C:19]1[CH:27]=[C:26]2[C:22]([C:23]([C:28]([F:31])([F:29])[F:30])=[N:24][N:25]2[C:37]([O:36][C:33]([CH3:35])([CH3:34])[CH3:32])=[O:38])=[CH:21][CH:20]=1)([C:14]([CH3:16])([CH3:17])[CH3:15])([C:8]1[CH:13]=[CH:12][CH:11]=[CH:10][CH:9]=1)[C:2]1[CH:7]=[CH:6][CH:5]=[CH:4][CH:3]=1, predict the reactants needed to synthesize it. The reactants are: [Si:1]([O:18][C:19]1[CH:27]=[C:26]2[C:22]([C:23]([C:28]([F:31])([F:30])[F:29])=[N:24][NH:25]2)=[CH:21][CH:20]=1)([C:14]([CH3:17])([CH3:16])[CH3:15])([C:8]1[CH:13]=[CH:12][CH:11]=[CH:10][CH:9]=1)[C:2]1[CH:7]=[CH:6][CH:5]=[CH:4][CH:3]=1.[CH3:32][C:33]([O:36][C:37](O[C:37]([O:36][C:33]([CH3:35])([CH3:34])[CH3:32])=[O:38])=[O:38])([CH3:35])[CH3:34].C(N(CC)CC)C.C(OCC)(=O)C. (4) Given the product [ClH:24].[N:11]1([C:8]2[S:9][CH:10]=[C:6]([C:4]([O:3][CH2:1][CH3:2])=[O:5])[N:7]=2)[CH2:16][CH2:15][NH:14][CH2:13][CH2:12]1, predict the reactants needed to synthesize it. The reactants are: [CH2:1]([O:3][C:4]([C:6]1[N:7]=[C:8]([N:11]2[CH2:16][CH2:15][N:14](C(OC(C)(C)C)=O)[CH2:13][CH2:12]2)[S:9][CH:10]=1)=[O:5])[CH3:2].[ClH:24]. (5) Given the product [CH3:15][N:16]1[C:20]([C:21]2[O:1][N:2]=[C:3]([C:5]3[CH:6]=[CH:7][C:8]([C:11]([F:13])([F:12])[F:14])=[CH:9][CH:10]=3)[N:4]=2)=[CH:19][CH:18]=[N:17]1, predict the reactants needed to synthesize it. The reactants are: [OH:1][N:2]=[C:3]([C:5]1[CH:10]=[CH:9][C:8]([C:11]([F:14])([F:13])[F:12])=[CH:7][CH:6]=1)[NH2:4].[CH3:15][N:16]1[C:20]([C:21](O)=O)=[CH:19][CH:18]=[N:17]1.Cl.C(N=C=NCCCN(C)C)C.O.ON1C2C=CC=CC=2N=N1.CC(C)([O-])C.[K+]. (6) Given the product [Cl:18][C:19]1[CH:24]=[C:23]([O:25][CH3:26])[CH:22]=[CH:21][C:20]=1[C:27]1[N:32]([CH2:2][C:3]([O:5][CH3:6])=[O:4])[C:31](=[O:33])[C:30]2=[C:34]([CH:38]([CH2:41][CH3:42])[CH2:39][CH3:40])[CH:35]=[C:36]([CH3:37])[N:29]2[N:28]=1, predict the reactants needed to synthesize it. The reactants are: Br[CH2:2][C:3]([O:5][CH3:6])=[O:4].C(=O)([O-])[O-].[K+].[K+].CN(C)C=O.[Cl:18][C:19]1[CH:24]=[C:23]([O:25][CH3:26])[CH:22]=[CH:21][C:20]=1[C:27]1[NH:32][C:31](=[O:33])[C:30]2=[C:34]([CH:38]([CH2:41][CH3:42])[CH2:39][CH3:40])[CH:35]=[C:36]([CH3:37])[N:29]2[N:28]=1. (7) Given the product [C:21]([C@H:20]([NH:19][C@@:8]([CH3:18])([CH2:9][C:10]1[CH:11]=[CH:12][C:13]([O:16][CH3:17])=[CH:14][CH:15]=1)[C:6]([NH2:7])=[O:1])[C:24]1[CH:29]=[CH:28][CH:27]=[CH:26][CH:25]=1)(=[O:22])[NH2:23], predict the reactants needed to synthesize it. The reactants are: [OH:1]S(O)(=O)=O.[C:6]([C@:8]([NH:19][C@H:20]([C:24]1[CH:29]=[CH:28][CH:27]=[CH:26][CH:25]=1)[C:21]([NH2:23])=[O:22])([CH3:18])[CH2:9][C:10]1[CH:15]=[CH:14][C:13]([O:16][CH3:17])=[CH:12][CH:11]=1)#[N:7]. (8) Given the product [NH2:31][C@H:32]1[CH2:37][CH2:36][C@H:35]([NH:38][C:2]2[CH:7]=[C:6]([C:8]3[CH:13]=[CH:12][CH:11]=[C:10]([NH:14][CH2:15][C:16]4([C:22]#[N:23])[CH2:21][CH2:20][O:19][CH2:18][CH2:17]4)[N:9]=3)[C:5]([F:24])=[CH:4][N:3]=2)[CH2:34][CH2:33]1, predict the reactants needed to synthesize it. The reactants are: F[C:2]1[CH:7]=[C:6]([C:8]2[CH:13]=[CH:12][CH:11]=[C:10]([NH:14][CH2:15][C:16]3([C:22]#[N:23])[CH2:21][CH2:20][O:19][CH2:18][CH2:17]3)[N:9]=2)[C:5]([F:24])=[CH:4][N:3]=1.C(=O)([O-])[O-].[K+].[K+].[NH2:31][C@H:32]1[CH2:37][CH2:36][C@H:35]([NH2:38])[CH2:34][CH2:33]1. (9) Given the product [C:22]([O:25][C:26]([CH3:31])([CH3:30])[C:27]([NH:21][NH:20][C:18]([C:15]1[CH:16]=[CH:17][C:12]2[O:11][CH:10]=[C:9]([C:3]3[CH:4]=[C:5]([F:8])[CH:6]=[CH:7][C:2]=3[F:1])[C:13]=2[CH:14]=1)=[O:19])=[O:28])(=[O:24])[CH3:23], predict the reactants needed to synthesize it. The reactants are: [F:1][C:2]1[CH:7]=[CH:6][C:5]([F:8])=[CH:4][C:3]=1[C:9]1[C:13]2[CH:14]=[C:15]([C:18]([NH:20][NH2:21])=[O:19])[CH:16]=[CH:17][C:12]=2[O:11][CH:10]=1.[C:22]([O:25][C:26]([CH3:31])([CH3:30])[C:27](Cl)=[O:28])(=[O:24])[CH3:23].